Dataset: Peptide-MHC class II binding affinity with 134,281 pairs from IEDB. Task: Regression. Given a peptide amino acid sequence and an MHC pseudo amino acid sequence, predict their binding affinity value. This is MHC class II binding data. The peptide sequence is FEERDAVLLGGSSDNEFVKL. The MHC is DRB1_1501 with pseudo-sequence DRB1_1501. The binding affinity (normalized) is 0.